From a dataset of Full USPTO retrosynthesis dataset with 1.9M reactions from patents (1976-2016). Predict the reactants needed to synthesize the given product. Given the product [CH3:25][N:22]1[C:20]2=[N:21][C:16]([C:7]3[CH:8]=[CH:9][C:4]([NH:1][C:2]([NH:14][CH3:13])=[O:3])=[CH:5][CH:6]=3)=[N:17][C:18]([NH:26][C:27]3[CH:35]=[CH:34][C:30]([C:31]([NH2:33])=[O:32])=[CH:29][CH:28]=3)=[C:19]2[CH:24]=[N:23]1, predict the reactants needed to synthesize it. The reactants are: [N:1]([C:4]1[CH:9]=[CH:8][C:7](B(O)O)=[CH:6][CH:5]=1)=[C:2]=[O:3].[CH3:13][NH2:14].Cl[C:16]1[N:21]=[C:20]2[N:22]([CH3:25])[N:23]=[CH:24][C:19]2=[C:18]([NH:26][C:27]2[CH:35]=[CH:34][C:30]([C:31]([NH2:33])=[O:32])=[CH:29][CH:28]=2)[N:17]=1.C1C=CC(P(C2C=CC=CC=2)C2C=CC=CC=2)=CC=1.[O-]P([O-])([O-])=O.[K+].[K+].[K+].[Na+].[Cl-].